Predict the reactants needed to synthesize the given product. From a dataset of Full USPTO retrosynthesis dataset with 1.9M reactions from patents (1976-2016). (1) Given the product [NH:1]1[C:9]2[C:4](=[CH:5][C:6]([C:10]([NH:14][NH2:15])=[O:12])=[CH:7][CH:8]=2)[CH:3]=[CH:2]1, predict the reactants needed to synthesize it. The reactants are: [NH:1]1[C:9]2[C:4](=[CH:5][C:6]([C:10]([O:12]C)=O)=[CH:7][CH:8]=2)[CH:3]=[CH:2]1.[NH2:14][NH2:15]. (2) The reactants are: Cl.[N:2]1([C:9]2[CH:14]=[CH:13][C:12]([NH:15][C:16]([C:18]3[N:19]=[C:20]([C:27]4[CH:32]=[CH:31][CH:30]=[CH:29][CH:28]=4)[O:21][C:22]=3[C:23]([F:26])([F:25])[F:24])=[O:17])=[CH:11][CH:10]=2)[CH2:8][CH2:7][CH2:6][NH:5][CH2:4][CH2:3]1.Br[CH2:34][C:35]1[CH:43]=[CH:42][C:38]([C:39]([OH:41])=[O:40])=[CH:37][CH:36]=1.C(N(CC)CC)C. Given the product [C:27]1([C:20]2[O:21][C:22]([C:23]([F:26])([F:24])[F:25])=[C:18]([C:16]([NH:15][C:12]3[CH:13]=[CH:14][C:9]([N:2]4[CH2:8][CH2:7][CH2:6][N:5]([CH2:34][C:35]5[CH:43]=[CH:42][C:38]([C:39]([OH:41])=[O:40])=[CH:37][CH:36]=5)[CH2:4][CH2:3]4)=[CH:10][CH:11]=3)=[O:17])[N:19]=2)[CH:32]=[CH:31][CH:30]=[CH:29][CH:28]=1, predict the reactants needed to synthesize it. (3) Given the product [CH3:1][O:2][C:3](=[O:17])[CH2:4][N:5]1[C:10](=[O:11])[C:9]2[CH:12]=[CH:13][N:14]=[CH:15][C:8]=2[N:7]([CH2:30][C:22]2[C:23]3[C:28](=[CH:27][CH:26]=[CH:25][C:24]=3[CH3:29])[N:20]([CH3:19])[CH:21]=2)[C:6]1=[O:16], predict the reactants needed to synthesize it. The reactants are: [CH3:1][O:2][C:3](=[O:17])[CH2:4][N:5]1[C:10](=[O:11])[C:9]2[CH:12]=[CH:13][N:14]=[CH:15][C:8]=2[NH:7][C:6]1=[O:16].[I-].[CH3:19][N:20]1[C:28]2[C:23](=[C:24]([CH3:29])[CH:25]=[CH:26][CH:27]=2)[C:22]([CH2:30][N+](C)(C)C)=[CH:21]1.C(=O)([O-])[O-].[K+].[K+].O. (4) Given the product [CH:27]([NH:24][CH:21]1[CH2:22][CH2:11][CH:10]([CH2:9][NH:12][C:13](=[O:19])[O:14][C:15]([CH3:16])([CH3:17])[CH3:18])[CH2:1][CH2:23]1)([CH3:28])[CH3:29], predict the reactants needed to synthesize it. The reactants are: [CH:1](I)(C)C.NC1[CH2:11][CH2:10][CH:9]([N:12](C)[C:13](=[O:19])[O:14][C:15]([CH3:18])([CH3:17])[CH3:16])CC1.[CH:21]([N:24]([CH:27]([CH3:29])[CH3:28])CC)([CH3:23])[CH3:22]. (5) Given the product [O:31]=[C:19]1[CH:18]2[CH2:17][CH2:16][CH:15]1[CH2:21][C:22]1[CH:27]=[CH:26][CH:25]=[CH:24][C:23]=1[CH2:28]2, predict the reactants needed to synthesize it. The reactants are: C(N(C(C)C)C(C)C)C.N1([C:15]2[CH2:19][CH2:18][CH2:17][CH:16]=2)CCCC1.Br[CH2:21][C:22]1[C:23]([CH2:28]Br)=[CH:24][CH:25]=[CH:26][CH:27]=1.Cl.[OH2:31]. (6) Given the product [N:31]1([CH2:36][CH2:37][CH:38]2[CH2:39][CH2:40][N:41]([S:5]([CH2:8][CH2:9][CH:10]3[CH2:15][CH2:14][CH2:13][N:12]([C:16]([O:18][C:19]([CH3:20])([CH3:21])[CH3:22])=[O:17])[CH2:11]3)(=[O:6])=[O:7])[CH2:42][CH2:43]2)[CH2:35][CH2:34][CH2:33][CH2:32]1, predict the reactants needed to synthesize it. The reactants are: FC1C(F)=C(F)C(F)=C(F)C=1O[S:5]([CH2:8][CH2:9][CH:10]1[CH2:15][CH2:14][CH2:13][N:12]([C:16]([O:18][C:19]([CH3:22])([CH3:21])[CH3:20])=[O:17])[CH2:11]1)(=[O:7])=[O:6].[N:31]1([CH2:36][CH2:37][CH:38]2[CH2:43][CH2:42][NH:41][CH2:40][CH2:39]2)[CH2:35][CH2:34][CH2:33][CH2:32]1.N12CCCN=C1CCCCC2.C(=O)(O)[O-].[Na+]. (7) Given the product [NH:3]1[C:7]2[CH:8]=[CH:9][CH:10]=[CH:11][C:6]=2[N:5]=[C:4]1[C@H:12]([NH2:22])[CH2:13][C:14]1[CH:19]=[CH:18][C:17]([CH2:20][F:21])=[CH:16][CH:15]=1, predict the reactants needed to synthesize it. The reactants are: N#N.[NH:3]1[C:7]2[CH:8]=[CH:9][CH:10]=[CH:11][C:6]=2[N:5]=[C:4]1[C@H:12]([NH:22]C(=O)OC(C)(C)C)[CH2:13][C:14]1[CH:19]=[CH:18][C:17]([CH2:20][F:21])=[CH:16][CH:15]=1.Cl. (8) Given the product [CH2:27]([O:26][C:24](=[O:25])[CH2:23][C:21]1[CH:20]=[CH:19][C:18]([O:29][CH3:30])=[C:17]([O:16][C:15]2[CH:14]=[CH:13][C:9]([C:10](=[O:11])[NH:31][C:32]3[CH:37]=[N:36][C:35]([O:38][CH3:39])=[CH:34][CH:33]=3)=[CH:8][C:7]=2[CH2:6][S:5][C:1]([CH3:4])([CH3:3])[CH3:2])[CH:22]=1)[CH3:28], predict the reactants needed to synthesize it. The reactants are: [C:1]([S:5][CH2:6][C:7]1[CH:8]=[C:9]([CH:13]=[CH:14][C:15]=1[O:16][C:17]1[CH:22]=[C:21]([CH2:23][C:24]([O:26][CH2:27][CH3:28])=[O:25])[CH:20]=[CH:19][C:18]=1[O:29][CH3:30])[C:10](O)=[O:11])([CH3:4])([CH3:3])[CH3:2].[NH2:31][C:32]1[CH:33]=[CH:34][C:35]([O:38][CH3:39])=[N:36][CH:37]=1.